This data is from TCR-epitope binding with 47,182 pairs between 192 epitopes and 23,139 TCRs. The task is: Binary Classification. Given a T-cell receptor sequence (or CDR3 region) and an epitope sequence, predict whether binding occurs between them. (1) The epitope is TPQDLNTML. The TCR CDR3 sequence is CASSVNSGFEAFF. Result: 1 (the TCR binds to the epitope). (2) The TCR CDR3 sequence is CASSLASPDTQYF. Result: 0 (the TCR does not bind to the epitope). The epitope is VSFIEFVGW. (3) The epitope is SLYNTVATL. The TCR CDR3 sequence is CASSPFGQGRAYEQYF. Result: 0 (the TCR does not bind to the epitope). (4) The epitope is LLLGIGILV. Result: 0 (the TCR does not bind to the epitope). The TCR CDR3 sequence is CSAREGTGNGYTF. (5) The epitope is ISPRTLNAW. The TCR CDR3 sequence is CASSQEGANEKLFF. Result: 0 (the TCR does not bind to the epitope). (6) The TCR CDR3 sequence is CASSPLAGPLYEQYF. The epitope is PKYVKQNTLKLAT. Result: 1 (the TCR binds to the epitope). (7) The epitope is LLFGYPVYV. The TCR CDR3 sequence is CASSPRQVNYNEQFF. Result: 1 (the TCR binds to the epitope).